Regression. Given two drug SMILES strings and cell line genomic features, predict the synergy score measuring deviation from expected non-interaction effect. From a dataset of NCI-60 drug combinations with 297,098 pairs across 59 cell lines. (1) Drug 1: CC1C(C(CC(O1)OC2CC(OC(C2O)C)OC3=CC4=CC5=C(C(=O)C(C(C5)C(C(=O)C(C(C)O)O)OC)OC6CC(C(C(O6)C)O)OC7CC(C(C(O7)C)O)OC8CC(C(C(O8)C)O)(C)O)C(=C4C(=C3C)O)O)O)O. Drug 2: C(CCl)NC(=O)N(CCCl)N=O. Cell line: NCI-H226. Synergy scores: CSS=12.5, Synergy_ZIP=-0.675, Synergy_Bliss=-1.95, Synergy_Loewe=-23.5, Synergy_HSA=-1.35. (2) Drug 1: C1=CC(=C2C(=C1NCCNCCO)C(=O)C3=C(C=CC(=C3C2=O)O)O)NCCNCCO. Drug 2: CC1=C2C(C(=O)C3(C(CC4C(C3C(C(C2(C)C)(CC1OC(=O)C(C(C5=CC=CC=C5)NC(=O)OC(C)(C)C)O)O)OC(=O)C6=CC=CC=C6)(CO4)OC(=O)C)O)C)O. Cell line: A498. Synergy scores: CSS=35.7, Synergy_ZIP=-4.81, Synergy_Bliss=-2.62, Synergy_Loewe=0.114, Synergy_HSA=2.18. (3) Drug 1: CC1=C(C(CCC1)(C)C)C=CC(=CC=CC(=CC(=O)O)C)C. Drug 2: C(=O)(N)NO. Cell line: HS 578T. Synergy scores: CSS=16.8, Synergy_ZIP=-3.53, Synergy_Bliss=-0.148, Synergy_Loewe=-26.1, Synergy_HSA=0.765.